Dataset: Reaction yield outcomes from USPTO patents with 853,638 reactions. Task: Predict the reaction yield, written as a fraction of the theoretical maximum amount of product (1.0 means a 100% yield; for example, 0.34 means a 34% yield). (1) The reactants are Cl[C:2]1[CH:3]=[CH:4][N:5]2[C:10]([C:11]=1[CH3:12])=[C:9]([CH:13]1[CH2:15][CH2:14]1)[CH:8]=[C:7]([C:16]([O:18][CH3:19])=[O:17])[C:6]2=[O:20].CC1(C)C(C)(C)OB([C:29]2[CH:34]=[CH:33][C:32]([NH:35][C:36]([NH2:38])=[O:37])=[CH:31][CH:30]=2)O1. No catalyst specified. The product is [CH:13]1([C:9]2[CH:8]=[C:7]([C:16]([O:18][CH3:19])=[O:17])[C:6](=[O:20])[N:5]3[C:10]=2[C:11]([CH3:12])=[C:2]([C:29]2[CH:34]=[CH:33][C:32]([NH:35][C:36]([NH2:38])=[O:37])=[CH:31][CH:30]=2)[CH:3]=[CH:4]3)[CH2:15][CH2:14]1. The yield is 0.260. (2) The reactants are [NH2:1][C:2]1[CH:3]=[C:4]2[C:13](=[CH:14][C:15]=1[O:16][C:17]1[CH:22]=[CH:21][CH:20]=[CH:19][CH:18]=1)[O:12][CH2:11][C:10]1[N:5]2[CH:6]([CH3:24])[C:7](=[O:23])[NH:8][N:9]=1.N[CH:26]1[CH2:29][N:28]([C:30]([O:32][C:33]([CH3:36])([CH3:35])[CH3:34])=[O:31])[CH2:27]1.C([BH3-])#N.[Na+]. The catalyst is CO.CC(O)=O. The product is [C:33]([O:32][C:30]([N:28]1[CH2:29][CH:26]([NH:1][C:2]2[CH:3]=[C:4]3[C:13](=[CH:14][C:15]=2[O:16][C:17]2[CH:22]=[CH:21][CH:20]=[CH:19][CH:18]=2)[O:12][CH2:11][C:10]2[N:5]3[CH:6]([CH3:24])[C:7](=[O:23])[NH:8][N:9]=2)[CH2:27]1)=[O:31])([CH3:36])([CH3:34])[CH3:35]. The yield is 0.120. (3) The reactants are [N:1]1([CH2:6][CH2:7][N:8]2[CH2:13][CH2:12][S:11][C:10]3[CH:14]=[CH:15][C:16]([NH:18][C:19]([C:21]4[S:22][CH:23]=[CH:24][CH:25]=4)=[NH:20])=[CH:17][C:9]2=3)[CH2:5][CH2:4][CH2:3][CH2:2]1.[ClH:26]. The catalyst is CO. The product is [ClH:26].[ClH:26].[N:1]1([CH2:6][CH2:7][N:8]2[CH2:13][CH2:12][S:11][C:10]3[CH:14]=[CH:15][C:16]([NH:18][C:19]([C:21]4[S:22][CH:23]=[CH:24][CH:25]=4)=[NH:20])=[CH:17][C:9]2=3)[CH2:2][CH2:3][CH2:4][CH2:5]1. The yield is 1.00. (4) The reactants are Cl.[CH3:2][O:3][C:4](=[O:14])[C@H:5]([CH2:7][C:8]1[CH:13]=[CH:12][CH:11]=[CH:10][CH:9]=1)[NH2:6].[C:15](=N)([C:22]1[CH:27]=[CH:26][CH:25]=[CH:24][CH:23]=1)[C:16]1[CH:21]=[CH:20][CH:19]=[CH:18][CH:17]=1. The catalyst is C(Cl)Cl. The product is [CH3:2][O:3][C:4](=[O:14])[C@H:5]([CH2:7][C:8]1[CH:13]=[CH:12][CH:11]=[CH:10][CH:9]=1)[N:6]=[C:15]([C:16]1[CH:21]=[CH:20][CH:19]=[CH:18][CH:17]=1)[C:22]1[CH:27]=[CH:26][CH:25]=[CH:24][CH:23]=1. The yield is 0.996. (5) The reactants are [Cl:1][C:2]1[CH:32]=[CH:31][C:5]([CH2:6][CH2:7][NH:8][C:9]([C:11]2[CH:30]=[CH:29][C:14]([O:15][C:16]3[CH:21]=[CH:20][C:19]([CH2:22][C:23]([O:25]CC)=[O:24])=[CH:18][C:17]=3[Br:28])=[CH:13][CH:12]=2)=[O:10])=[CH:4][CH:3]=1.[OH-].[Na+].O. The catalyst is O1CCOCC1.C(OCC)(=O)C.Cl. The product is [Cl:1][C:2]1[CH:3]=[CH:4][C:5]([CH2:6][CH2:7][NH:8][C:9]([C:11]2[CH:12]=[CH:13][C:14]([O:15][C:16]3[CH:21]=[CH:20][C:19]([CH2:22][C:23]([OH:25])=[O:24])=[CH:18][C:17]=3[Br:28])=[CH:29][CH:30]=2)=[O:10])=[CH:31][CH:32]=1. The yield is 0.850. (6) The reactants are [S:1]1[C:5]2[CH:6]=[CH:7][CH:8]=[CH:9][C:4]=2[CH:3]=[C:2]1[S:10]([N:13]([CH2:15][P:16](=[O:19])([OH:18])[OH:17])[CH3:14])(=[O:12])=[O:11].[CH:20]1[C:25]([N+:26]([O-:28])=[O:27])=[CH:24][CH:23]=[C:22](O)[CH:21]=1.ClC(Cl)(Cl)C#N. The catalyst is N1C=CC=CC=1. The product is [NH4+:13].[N+:26]([C:25]1[CH:20]=[CH:21][C:22]([O:19][P:16]([CH2:15][N:13]([S:10]([C:2]2[S:1][C:5]3[CH:6]=[CH:7][CH:8]=[CH:9][C:4]=3[CH:3]=2)(=[O:11])=[O:12])[CH3:14])(=[O:18])[O-:17])=[CH:23][CH:24]=1)([O-:28])=[O:27]. The yield is 0.870. (7) The reactants are [F:1][C:2]1[CH:10]=[C:9]2[C:5]([C:6]([CH:11]=[O:12])=[CH:7][NH:8]2)=[CH:4][C:3]=1[C:13]1[CH:18]=[CH:17][C:16]([C:19]2[CH:24]=[CH:23][CH:22]=[CH:21][C:20]=2[OH:25])=[CH:15][CH:14]=1.C(#N)C.CC(=CC)C.Cl([O-])=[O:35].[Na+]. The catalyst is O.C(OCC)(=O)C.C(O)(C)(C)C. The product is [F:1][C:2]1[CH:10]=[C:9]2[C:5]([C:6]([C:11]([OH:35])=[O:12])=[CH:7][NH:8]2)=[CH:4][C:3]=1[C:13]1[CH:14]=[CH:15][C:16]([C:19]2[CH:24]=[CH:23][CH:22]=[CH:21][C:20]=2[OH:25])=[CH:17][CH:18]=1. The yield is 0.400. (8) The product is [Si:1]([O:18][CH:19]1[CH2:24][CH:23]2[CH:21]([CH:22]2[C:25]2[N:29]([CH2:49][CH:50]3[CH2:52][CH2:51]3)[N:28]=[C:27]([C:30]3[CH:31]=[C:32]([O:37][C:38]([F:41])([F:39])[F:40])[C:33]([NH2:36])=[N:34][CH:35]=3)[CH:26]=2)[CH2:20]1)([C:14]([CH3:16])([CH3:15])[CH3:17])([C:8]1[CH:9]=[CH:10][CH:11]=[CH:12][CH:13]=1)[C:2]1[CH:7]=[CH:6][CH:5]=[CH:4][CH:3]=1. The reactants are [Si:1]([O:18][CH:19]1[CH2:24][CH:23]2[CH:21]([CH:22]2[C:25]2[NH:29][N:28]=[C:27]([C:30]3[CH:31]=[C:32]([O:37][C:38]([F:41])([F:40])[F:39])[C:33]([NH2:36])=[N:34][CH:35]=3)[CH:26]=2)[CH2:20]1)([C:14]([CH3:17])([CH3:16])[CH3:15])([C:8]1[CH:13]=[CH:12][CH:11]=[CH:10][CH:9]=1)[C:2]1[CH:7]=[CH:6][CH:5]=[CH:4][CH:3]=1.C(=O)([O-])[O-].[Cs+].[Cs+].Br[CH2:49][CH:50]1[CH2:52][CH2:51]1. The catalyst is CN(C)C=O. The yield is 0.690.